Dataset: Full USPTO retrosynthesis dataset with 1.9M reactions from patents (1976-2016). Task: Predict the reactants needed to synthesize the given product. (1) Given the product [F:27][C:16]1([F:28])[CH2:15][CH:14]([CH2:13][NH:12][C:10]2[C:9]3[C:4](=[N:5][CH:6]=[CH:7][N:8]=3)[CH:3]=[C:2]([C:38]3[CH:37]=[CH:36][C:35]([N:32]4[CH2:31][CH2:30][O:29][CH2:34][CH2:33]4)=[CH:40][CH:39]=3)[N:11]=2)[CH2:19][N:18]([C:20]([O:22][C:23]([CH3:26])([CH3:25])[CH3:24])=[O:21])[CH2:17]1, predict the reactants needed to synthesize it. The reactants are: Cl[C:2]1[N:11]=[C:10]([NH:12][CH2:13][CH:14]2[CH2:19][N:18]([C:20]([O:22][C:23]([CH3:26])([CH3:25])[CH3:24])=[O:21])[CH2:17][C:16]([F:28])([F:27])[CH2:15]2)[C:9]2[C:4](=[N:5][CH:6]=[CH:7][N:8]=2)[CH:3]=1.[O:29]1[CH2:34][CH2:33][N:32]([C:35]2[CH:40]=[CH:39][C:38](B(O)O)=[CH:37][CH:36]=2)[CH2:31][CH2:30]1.C1(P(C2CCCCC2)C2CCCCC2)CCCCC1.C([O-])([O-])=O.[Cs+].[Cs+]. (2) Given the product [F:13][C:14]1[CH:19]=[CH:18][C:17]([F:20])=[CH:16][C:15]=1[C:21]1[CH:26]=[CH:25][CH:24]=[CH:23][C:22]=1[CH:27]([NH:29][S:9]([C:6]1[CH:7]=[CH:8][C:3]([O:2][CH3:1])=[CH:4][CH:5]=1)(=[O:11])=[O:10])[CH3:28], predict the reactants needed to synthesize it. The reactants are: [CH3:1][O:2][C:3]1[CH:8]=[CH:7][C:6]([S:9](Cl)(=[O:11])=[O:10])=[CH:5][CH:4]=1.[F:13][C:14]1[CH:19]=[CH:18][C:17]([F:20])=[CH:16][C:15]=1[C:21]1[CH:26]=[CH:25][CH:24]=[CH:23][C:22]=1[CH:27]([NH2:29])[CH3:28].C(N(CC)CC)C.ClCCl. (3) Given the product [CH:4]1([CH2:8][CH2:9][CH2:10][N:11]([C@H:25]2[CH2:30][CH2:29][C@H:28]([CH3:31])[CH2:27][CH2:26]2)[C:12](=[O:24])[NH:13][C:14]2[S:15][C:16]([S:19][CH2:20][C:21]([OH:23])=[O:22])=[CH:17][N:18]=2)[CH2:3][CH2:2][CH2:7][CH2:6][CH2:5]1, predict the reactants needed to synthesize it. The reactants are: Cl[C:2]1[CH:3]=[C:4]([CH2:8][CH2:9][CH2:10][N:11]([C@H:25]2[CH2:30][CH2:29][C@H:28]([CH3:31])[CH2:27][CH2:26]2)[C:12](=[O:24])[NH:13][C:14]2[S:15][C:16]([S:19][CH2:20][C:21]([OH:23])=[O:22])=[CH:17][N:18]=2)[CH:5]=[CH:6][CH:7]=1.C1(CCC(O)=O)CCCCC1.C(OC(=O)CSC1SC(N)=NC=1)C. (4) Given the product [CH3:25][C:6]1[C:5]([CH2:4][OH:3])=[C:10]([C:11]([F:13])([F:14])[F:12])[CH:9]=[C:8]([C:15]2[CH:20]=[CH:19][C:18]([C:21]([F:23])([F:22])[F:24])=[CH:17][CH:16]=2)[N:7]=1, predict the reactants needed to synthesize it. The reactants are: C([O:3][C:4](=O)[C:5]1[C:10]([C:11]([F:14])([F:13])[F:12])=[CH:9][C:8]([C:15]2[CH:20]=[CH:19][C:18]([C:21]([F:24])([F:23])[F:22])=[CH:17][CH:16]=2)=[N:7][C:6]=1[CH3:25])C.[H-].[Al+3].[Li+].[H-].[H-].[H-].[OH-].[Na+]. (5) Given the product [Cl:1][C:2]1[C:7]2[N:8]([CH2:18][CH2:19][CH3:20])[C:9]([C:11]3[N:12]=[N:13][C:14]([NH:21][C:22]4[CH:23]=[N:24][C:25]([CH3:28])=[CH:26][CH:27]=4)=[CH:15][CH:16]=3)=[N:10][C:6]=2[CH:5]=[CH:4][CH:3]=1, predict the reactants needed to synthesize it. The reactants are: [Cl:1][C:2]1[C:7]2[N:8]([CH2:18][CH2:19][CH3:20])[C:9]([C:11]3[N:12]=[N:13][C:14](Cl)=[CH:15][CH:16]=3)=[N:10][C:6]=2[CH:5]=[CH:4][CH:3]=1.[NH2:21][C:22]1[CH:23]=[N:24][C:25]([CH3:28])=[CH:26][CH:27]=1.C1C=CC(P(C2C(C3C(P(C4C=CC=CC=4)C4C=CC=CC=4)=CC=C4C=3C=CC=C4)=C3C(C=CC=C3)=CC=2)C2C=CC=CC=2)=CC=1.C([O-])([O-])=O.[K+].[K+].